The task is: Predict the reaction yield, written as a fraction of the theoretical maximum amount of product (1.0 means a 100% yield; for example, 0.34 means a 34% yield).. This data is from Reaction yield outcomes from USPTO patents with 853,638 reactions. (1) The reactants are [CH3:1][N:2]1[CH2:7][CH:6]=[C:5]([C:8]2[C:16]3[C:11](=[CH:12][CH:13]=[C:14]([C:17]#[N:18])[CH:15]=3)[NH:10][CH:9]=2)[CH2:4][CH2:3]1.[H-].[Al+3].[Li+].[H-].[H-].[H-]. The catalyst is C1COCC1. The product is [CH3:1][N:2]1[CH2:3][CH:4]=[C:5]([C:8]2[C:16]3[C:11](=[CH:12][CH:13]=[C:14]([CH2:17][NH2:18])[CH:15]=3)[NH:10][CH:9]=2)[CH2:6][CH2:7]1. The yield is 0.990. (2) The reactants are [Cl:1][C:2]1[C:7]([C:8]([F:11])([F:10])[F:9])=[CH:6][CH:5]=[CH:4][C:3]=1[C:12]([N:14]1[CH2:19][CH2:18][C:17]2=[C:20]([C:24]3[CH:29]=[CH:28][C:27]([F:30])=[CH:26][CH:25]=3)[N:21](C)[N:22]=[C:16]2[CH2:15]1)=[O:13].[Cl-].[NH+]1C=CC=CC=1. No catalyst specified. The product is [Cl:1][C:2]1[C:7]([C:8]([F:11])([F:9])[F:10])=[CH:6][CH:5]=[CH:4][C:3]=1[C:12]([N:14]1[CH2:19][CH2:18][C:17]2=[C:20]([C:24]3[CH:25]=[CH:26][C:27]([F:30])=[CH:28][CH:29]=3)[NH:21][N:22]=[C:16]2[CH2:15]1)=[O:13]. The yield is 0.190.